From a dataset of Reaction yield outcomes from USPTO patents with 853,638 reactions. Predict the reaction yield, written as a fraction of the theoretical maximum amount of product (1.0 means a 100% yield; for example, 0.34 means a 34% yield). (1) The reactants are [CH:1]12[NH:8][CH:5]([CH2:6][CH2:7]1)[CH2:4][CH:3]([C:9]1[N:14]3[N:15]=[C:16]([C:19]4[CH:24]=[CH:23][N:22]=[CH:21][CH:20]=4)[C:17]([I:18])=[C:13]3[N:12]=[CH:11][CH:10]=1)[CH2:2]2.C(=O)([O-])[O-].[K+].[K+].I[CH2:32][CH3:33]. The catalyst is CN(C)C=O. The product is [CH2:32]([N:8]1[CH:5]2[CH2:6][CH2:7][CH:1]1[CH2:2][CH:3]([C:9]1[N:14]3[N:15]=[C:16]([C:19]4[CH:20]=[CH:21][N:22]=[CH:23][CH:24]=4)[C:17]([I:18])=[C:13]3[N:12]=[CH:11][CH:10]=1)[CH2:4]2)[CH3:33]. The yield is 0.860. (2) The reactants are [O:1]1[C:5]2[CH:6]=[CH:7][CH:8]=[CH:9][C:4]=2[C:3]([C:10]([OH:12])=O)=[N:2]1.Cl.[CH3:14][NH:15][O:16][CH3:17].Cl.CN(C)CCCN=C=NCC.N1C=CC=CC=1. The catalyst is C1COCC1. The product is [CH3:17][O:16][N:15]([CH3:14])[C:10]([C:3]1[C:4]2[CH:9]=[CH:8][CH:7]=[CH:6][C:5]=2[O:1][N:2]=1)=[O:12]. The yield is 0.360. (3) The reactants are Cl[CH2:2][CH2:3][C:4]1[CH:9]=[CH:8][C:7]([N:10]2[C:14]3=[N:15][C:16]([CH3:20])=[CH:17][C:18]([CH3:19])=[C:13]3[N:12]=[C:11]2[CH2:21][CH3:22])=[CH:6][CH:5]=1.[N-:23]=[N+:24]=[N-:25].[Na+].O. The catalyst is CN(C=O)C. The product is [CH2:21]([C:11]1[N:10]([C:7]2[CH:8]=[CH:9][C:4]([CH2:3][CH2:2][N:23]=[N+:24]=[N-:25])=[CH:5][CH:6]=2)[C:14]2=[N:15][C:16]([CH3:20])=[CH:17][C:18]([CH3:19])=[C:13]2[N:12]=1)[CH3:22]. The yield is 0.850. (4) The reactants are [F:1][C:2]1[CH:21]=[CH:20][C:5]([O:6][C:7]2[C:8]([C:17]([OH:19])=O)=[N:9][C:10]3[C:15]([N:16]=2)=[CH:14][CH:13]=[CH:12][CH:11]=3)=[CH:4][CH:3]=1.C[O:23][C:24]1[CH:29]=[C:28]([NH2:30])[CH:27]=[CH:26][N:25]=1.CN(C(ON1N=NC2C=CC=NC1=2)=[N+](C)C)C.F[P-](F)(F)(F)(F)F.CN1CCOCC1.Br. The catalyst is CN1C(=O)CCC1.O. The product is [F:1][C:2]1[CH:3]=[CH:4][C:5]([O:6][C:7]2[C:8]([C:17]([NH:30][C:28]3[CH:27]=[CH:26][NH:25][C:24](=[O:23])[CH:29]=3)=[O:19])=[N:9][C:10]3[C:15]([N:16]=2)=[CH:14][CH:13]=[CH:12][CH:11]=3)=[CH:20][CH:21]=1. The yield is 0.0900. (5) The reactants are [CH2:1]([O:3][C:4]([C:6]1[C:11]([Br:12])=[CH:10][CH:9]=[C:8](Cl)[N:7]=1)=[O:5])[CH3:2].[Br:14][C:15]1[CH:22]=[CH:21][C:20]([OH:23])=[CH:19][C:16]=1[CH:17]=[O:18].C(=O)([O-])[O-].[Cs+].[Cs+]. The catalyst is CN(C=O)C. The product is [CH2:1]([O:3][C:4]([C:6]1[C:11]([Br:12])=[CH:10][CH:9]=[C:8]([O:23][C:20]2[CH:21]=[CH:22][C:15]([Br:14])=[C:16]([CH:17]=[O:18])[CH:19]=2)[N:7]=1)=[O:5])[CH3:2]. The yield is 0.310. (6) The reactants are [NH2:1][C:2]1[CH:15]=[CH:14][C:13]2[C:12](=O)[C:11]3[C:6](=[CH:7][CH:8]=[C:9]([NH2:17])[CH:10]=3)[C:5](=[O:18])[C:4]=2[CH:3]=1.[Sn]. No catalyst specified. The product is [NH2:1][C:2]1[CH:15]=[CH:14][C:13]2[CH2:12][C:11]3[C:6](=[CH:7][CH:8]=[C:9]([NH2:17])[CH:10]=3)[C:5](=[O:18])[C:4]=2[CH:3]=1. The yield is 0.800. (7) The reactants are [O:1]1[CH:5]=[CH:4][CH:3]=[C:2]1[C:6]1[N:11]=[C:10]2[N:12]([CH2:16][C:17]3[CH:22]=[CH:21][C:20]([O:23][CH3:24])=[CH:19][CH:18]=3)[NH:13][C:14](=[O:15])[C:9]2=[CH:8][C:7]=1[C:25]1[CH:30]=[CH:29][N:28]=[CH:27][N:26]=1.[H-].[Na+].[H][H].[CH2:35](Br)[CH3:36]. The catalyst is CN(C)C=O. The product is [CH2:35]([O:15][C:14]1[C:9]2[C:10](=[N:11][C:6]([C:2]3[O:1][CH:5]=[CH:4][CH:3]=3)=[C:7]([C:25]3[CH:30]=[CH:29][N:28]=[CH:27][N:26]=3)[CH:8]=2)[N:12]([CH2:16][C:17]2[CH:18]=[CH:19][C:20]([O:23][CH3:24])=[CH:21][CH:22]=2)[N:13]=1)[CH3:36]. The yield is 0.500.